From a dataset of hERG potassium channel inhibition data for cardiac toxicity prediction from Karim et al.. Regression/Classification. Given a drug SMILES string, predict its toxicity properties. Task type varies by dataset: regression for continuous values (e.g., LD50, hERG inhibition percentage) or binary classification for toxic/non-toxic outcomes (e.g., AMES mutagenicity, cardiotoxicity, hepatotoxicity). Dataset: herg_karim. (1) The molecule is CCOC[C@@H](CC(C)C)NC(=O)[C@@H]1CNC[C@H](C(=O)N(c2ccc(C(C)C)cn2)C2CC2)[C@@H]1O. The result is 0 (non-blocker). (2) The compound is Cc1cc(C#N)ccc1-c1ccnc(NCc2n[nH]c(-c3ccccc3)c2Cl)c1. The result is 0 (non-blocker).